Dataset: Peptide-MHC class I binding affinity with 185,985 pairs from IEDB/IMGT. Task: Regression. Given a peptide amino acid sequence and an MHC pseudo amino acid sequence, predict their binding affinity value. This is MHC class I binding data. (1) The peptide sequence is LSKEYAERQGK. The MHC is H-2-Db with pseudo-sequence H-2-Db. The binding affinity (normalized) is 0. (2) The peptide sequence is VTGKIIHEW. The MHC is HLA-B57:01 with pseudo-sequence HLA-B57:01. The binding affinity (normalized) is 0.869.